Dataset: Full USPTO retrosynthesis dataset with 1.9M reactions from patents (1976-2016). Task: Predict the reactants needed to synthesize the given product. (1) Given the product [N:24]1([C:17]2[C:18]3[O:22][CH:21]=[CH:20][C:19]=3[CH:23]=[C:15]([NH:14][S:11]([C:5]3[CH:6]=[CH:7][CH:8]=[CH:3][CH:4]=3)(=[O:13])=[O:12])[CH:16]=2)[CH2:28][CH2:27][CH2:26][CH2:25]1, predict the reactants needed to synthesize it. The reactants are: CO[C:3]1[CH:4]=[C:5]([S:11]([NH:14][C:15]2[CH:16]=[C:17]([N:24]3[CH2:28][CH2:27][CH2:26][CH2:25]3)[C:18]3[O:22][CH:21]=[CH:20][C:19]=3[CH:23]=2)(=[O:13])=[O:12])[CH:6]=[CH:7][C:8]=1OC.N1(C2C3OC=CC=3C=C(N)C=2)CCCC1. (2) Given the product [Cl:1][C:2]1[CH:7]=[CH:6][CH:5]=[C:4]2[C:3]=1[C:16]1([CH2:17][CH2:18][O:19][CH2:20][CH2:21]1)[C:22](=[O:23])[CH:9]([C:10]([O:12][CH2:13][CH3:14])=[O:11])[CH:8]2[OH:15], predict the reactants needed to synthesize it. The reactants are: [Cl:1][C:2]1[CH:7]=[CH:6][CH:5]=[C:4](/[C:8](/[OH:15])=[CH:9]/[C:10]([O:12][CH2:13][CH3:14])=[O:11])[C:3]=1[C:16]1([C:22](OCC)=[O:23])[CH2:21][CH2:20][O:19][CH2:18][CH2:17]1.CC[O-].[Na+].Cl. (3) Given the product [P:2]([O:14][CH2:15][C@H:16]1[O:20][C@@H:19]([N:21]2[CH:28]=[CH:27][C:25](=[O:26])[NH:24][C:22]2=[O:23])[CH2:18][C@@H:17]1[OH:33])([O:5][P:6]([O:9][P:10]([OH:12])([OH:13])=[O:11])([OH:8])=[O:7])(=[O:3])[OH:4], predict the reactants needed to synthesize it. The reactants are: O.[P:2]([O:14][CH2:15][C@H:16]1[O:20][C@@H:19]([N:21]2[CH:28]=[C:27](CC=CN)[C:25](=[O:26])[NH:24][C:22]2=[O:23])[CH2:18][C@@H:17]1[OH:33])([O:5][P:6]([O:9][P:10]([OH:13])([OH:12])=[O:11])([OH:8])=[O:7])(=[O:4])[OH:3]. (4) Given the product [C:7]([O:6][C:4](=[O:11])[NH:5][CH:12]([S:32]([C:26]1[CH:31]=[CH:30][CH:29]=[CH:28][CH:27]=1)(=[O:34])=[O:33])[C:14]1[CH:21]=[CH:20][C:17]([C:18]#[N:19])=[CH:16][C:15]=1[S:22]([CH3:25])(=[O:24])=[O:23])([CH3:10])([CH3:9])[CH3:8], predict the reactants needed to synthesize it. The reactants are: C(O)=O.[C:4](=[O:11])([O:6][C:7]([CH3:10])([CH3:9])[CH3:8])[NH2:5].[CH:12]([C:14]1[CH:21]=[CH:20][C:17]([C:18]#[N:19])=[CH:16][C:15]=1[S:22]([CH3:25])(=[O:24])=[O:23])=O.[C:26]1([S:32]([O-:34])=[O:33])[CH:31]=[CH:30][CH:29]=[CH:28][CH:27]=1.[Na+].